From a dataset of Forward reaction prediction with 1.9M reactions from USPTO patents (1976-2016). Predict the product of the given reaction. (1) Given the reactants [Cl-].O[NH3+:3].[C:4](=[O:7])([O-])[OH:5].[Na+].CS(C)=O.[CH2:13]([C:17]1[N:18]=[C:19]([CH3:50])[N:20]([CH2:39][C:40]2[C:44]3[CH:45]=[C:46]([Cl:49])[CH:47]=[CH:48][C:43]=3[S:42][CH:41]=2)[C:21](=[O:38])[C:22]=1[CH2:23][C:24]1[CH:29]=[CH:28][C:27]([C:30]2[C:31]([C:36]#[N:37])=[CH:32][CH:33]=[CH:34][CH:35]=2)=[CH:26][CH:25]=1)[CH2:14][CH2:15][CH3:16], predict the reaction product. The product is: [CH2:13]([C:17]1[N:18]=[C:19]([CH3:50])[N:20]([CH2:39][C:40]2[C:44]3[CH:45]=[C:46]([Cl:49])[CH:47]=[CH:48][C:43]=3[S:42][CH:41]=2)[C:21](=[O:38])[C:22]=1[CH2:23][C:24]1[CH:25]=[CH:26][C:27]([C:30]2[CH:35]=[CH:34][CH:33]=[CH:32][C:31]=2[C:36]2[NH:3][C:4](=[O:7])[O:5][N:37]=2)=[CH:28][CH:29]=1)[CH2:14][CH2:15][CH3:16]. (2) Given the reactants [CH2:1]([NH:8][CH:9]1[CH2:13][CH2:12][N:11]([S:14]([C:17]2[CH:22]=[CH:21][C:20]([O:23][CH2:24][CH2:25][CH2:26][CH3:27])=[CH:19][CH:18]=2)(=[O:16])=[O:15])[CH2:10]1)[C:2]1[CH:7]=[CH:6][CH:5]=[CH:4][CH:3]=1.[CH:28]1[C:40]2[NH:39][C:38]3[C:33](=[CH:34][CH:35]=[CH:36][CH:37]=3)[C:32]=2[C:31]([O:41][CH:42]2[O:44][C@H:43]2[CH3:45])=[CH:30][CH:29]=1, predict the reaction product. The product is: [CH2:1]([N:8]([CH:9]1[CH2:13][CH2:12][N:11]([S:14]([C:17]2[CH:18]=[CH:19][C:20]([O:23][CH2:24][CH2:25][CH2:26][CH3:27])=[CH:21][CH:22]=2)(=[O:16])=[O:15])[CH2:10]1)[CH2:45][CH:43]([OH:44])[CH2:42][O:41][C:31]1[C:32]2[C:33]3[C:38](=[CH:37][CH:36]=[CH:35][CH:34]=3)[NH:39][C:40]=2[CH:28]=[CH:29][CH:30]=1)[C:2]1[CH:7]=[CH:6][CH:5]=[CH:4][CH:3]=1. (3) Given the reactants [CH2:1]([O:8][C:9]1[C:10]2[N:11]([C:20]([CH3:24])=[C:21]([CH3:23])[N:22]=2)[CH:12]=[C:13]([C:15](OCC)=[O:16])[CH:14]=1)[C:2]1[CH:7]=[CH:6][CH:5]=[CH:4][CH:3]=1.[H-].[Al+3].[Li+].[H-].[H-].[H-].O.[OH-].[Na+], predict the reaction product. The product is: [CH2:1]([O:8][C:9]1[C:10]2[N:11]([C:20]([CH3:24])=[C:21]([CH3:23])[N:22]=2)[CH:12]=[C:13]([CH2:15][OH:16])[CH:14]=1)[C:2]1[CH:3]=[CH:4][CH:5]=[CH:6][CH:7]=1. (4) Given the reactants [CH:1]([CH:3]1[CH2:6][CH:5]([C:7]([O:9][CH3:10])=[O:8])[CH2:4]1)=O.[N+](=[C:13](P(=O)(OC)OC)C(=O)C)=[N-].C(=O)([O-])[O-].[K+].[K+], predict the reaction product. The product is: [C:1]([CH:3]1[CH2:6][CH:5]([C:7]([O:9][CH3:10])=[O:8])[CH2:4]1)#[CH:13]. (5) The product is: [CH3:3][NH:5][C:7]1[CH:8]=[C:9]([NH:13][C:14](=[O:23])[O:15][CH2:16][C:17]2[CH:18]=[CH:19][CH:20]=[CH:21][CH:22]=2)[CH:10]=[CH:11][CH:12]=1. Given the reactants FC(F)(F)[C:3]([N:5]([C:7]1[CH:8]=[C:9]([NH:13][C:14](=[O:23])[O:15][CH2:16][C:17]2[CH:22]=[CH:21][CH:20]=[CH:19][CH:18]=2)[CH:10]=[CH:11][CH:12]=1)C)=O.[OH-].[Na+].C1COCC1.CO, predict the reaction product. (6) Given the reactants [Br:1][C:2]1[CH:7]=[CH:6][C:5]([S:8]([N:11]2[C:19]3[C:14](=[CH:15][CH:16]=[CH:17][CH:18]=3)[CH:13]=[C:12]2[C:20](OCC)=[O:21])(=[O:10])=[O:9])=[CH:4][CH:3]=1.O.O.O.O.O.O.O.O.O.O.S([O-])([O-])(=O)=O.[Na+].[Na+].CO.S([O-])([O-])(=O)=O.[Na+].[Na+], predict the reaction product. The product is: [Br:1][C:2]1[CH:7]=[CH:6][C:5]([S:8]([N:11]2[C:19]3[C:14](=[CH:15][CH:16]=[CH:17][CH:18]=3)[CH:13]=[C:12]2[CH2:20][OH:21])(=[O:9])=[O:10])=[CH:4][CH:3]=1. (7) Given the reactants [Cl:1][C:2]1[CH:3]=[C:4]2[C:8](=[CH:9][CH:10]=1)[N:7]([CH2:11][CH:12]1[CH2:14][CH2:13]1)[CH:6]=[C:5]2[C:15]1[O:16][CH:17]=[C:18]([C:20]([O:22]CC)=[O:21])[N:19]=1.[OH-].[Na+], predict the reaction product. The product is: [Cl:1][C:2]1[CH:3]=[C:4]2[C:8](=[CH:9][CH:10]=1)[N:7]([CH2:11][CH:12]1[CH2:13][CH2:14]1)[CH:6]=[C:5]2[C:15]1[O:16][CH:17]=[C:18]([C:20]([OH:22])=[O:21])[N:19]=1. (8) Given the reactants [NH2:1][C:2]1[CH:3]=[C:4]([CH:8]=[CH:9][C:10]=1[NH2:11])[C:5]([OH:7])=[O:6].[N:12]([CH3:15])=[C:13]=[S:14].O1CCC[CH2:17]1, predict the reaction product. The product is: [NH2:11][C:10]1[CH:9]=[CH:8][C:4]([C:5]([O:7][CH3:17])=[O:6])=[CH:3][C:2]=1[NH:1][C:13]([NH:12][CH3:15])=[S:14]. (9) Given the reactants [CH2:1]([C:5]1[N:9]([C:10]2[CH:11]=[C:12]([Cl:24])[C:13]([NH:16][C:17]3[CH:22]=[CH:21][C:20]([Cl:23])=[CH:19][CH:18]=3)=[N:14][CH:15]=2)[N:8]=[N:7][C:6]=1[Si](C)(C)C)[CH2:2][CH2:3][CH3:4], predict the reaction product. The product is: [CH2:1]([C:5]1[N:9]([C:10]2[CH:11]=[C:12]([Cl:24])[C:13]([NH:16][C:17]3[CH:22]=[CH:21][C:20]([Cl:23])=[CH:19][CH:18]=3)=[N:14][CH:15]=2)[N:8]=[N:7][CH:6]=1)[CH2:2][CH2:3][CH3:4]. (10) Given the reactants [Cl:1][C:2]1[CH:3]=[C:4]([NH:10][C:11](=[O:33])[C:12]([C:20]#[C:21][C:22]2[CH:27]=[CH:26][C:25]([CH:28]3OCC[O:29]3)=[CH:24][CH:23]=2)([OH:19])[CH:13]2[CH2:18][CH2:17][CH2:16][CH2:15][CH2:14]2)[CH:5]=[CH:6][C:7]=1[C:8]#[N:9].Cl.C(=O)([O-])O.[Na+], predict the reaction product. The product is: [Cl:1][C:2]1[CH:3]=[C:4]([NH:10][C:11](=[O:33])[C:12]([C:20]#[C:21][C:22]2[CH:23]=[CH:24][C:25]([CH:28]=[O:29])=[CH:26][CH:27]=2)([OH:19])[CH:13]2[CH2:18][CH2:17][CH2:16][CH2:15][CH2:14]2)[CH:5]=[CH:6][C:7]=1[C:8]#[N:9].